From a dataset of Reaction yield outcomes from USPTO patents with 853,638 reactions. Predict the reaction yield, written as a fraction of the theoretical maximum amount of product (1.0 means a 100% yield; for example, 0.34 means a 34% yield). (1) The reactants are [CH3:1][N:2]([CH3:24])[CH:3]=[N:4][S:5]([C:8]1[CH:13]=[CH:12][CH:11]=[CH:10][C:9]=1[C:14]([CH3:23])([CH3:22])[CH2:15][CH:16]([OH:21])[C:17]([F:20])([F:19])[F:18])(=[O:7])=[O:6].CC(OI1(OC(C)=O)(OC(C)=O)OC(=O)C2C=CC=CC1=2)=O. The product is [CH3:24][N:2]([CH3:1])[CH:3]=[N:4][S:5]([C:8]1[CH:13]=[CH:12][CH:11]=[CH:10][C:9]=1[C:14]([CH3:22])([CH3:23])[CH2:15][C:16](=[O:21])[C:17]([F:18])([F:19])[F:20])(=[O:7])=[O:6]. The catalyst is ClCCl. The yield is 0.950. (2) The reactants are CC1C=CC(S([C:11]2[N:15]3[CH:16]=[CH:17][N:18]=[C:14]3[S:13][N:12]=2)(=O)=O)=CC=1.[CH2:19]([NH2:26])[CH2:20][CH2:21][CH2:22][CH2:23][CH2:24][NH2:25].C(N(CC)CC)C. The catalyst is CN(C=O)C. The product is [S:13]1[C:14]2=[N:18][CH:17]=[CH:16][N:15]2[C:11]([NH:25][CH2:24][CH2:23][CH2:22][CH2:21][CH2:20][CH2:19][NH2:26])=[N:12]1. The yield is 0.560.